From a dataset of Full USPTO retrosynthesis dataset with 1.9M reactions from patents (1976-2016). Predict the reactants needed to synthesize the given product. (1) Given the product [Cl:11][CH2:12][C:13]([NH:15][CH:16]([CH2:19][CH3:20])[CH:17]=[O:18])=[O:14], predict the reactants needed to synthesize it. The reactants are: C(Cl)(C(Cl)=O)=O.CS(C)=O.[Cl:11][CH2:12][C:13]([NH:15][CH:16]([CH2:19][CH3:20])[CH2:17][OH:18])=[O:14].C(OCC)(=O)C. (2) Given the product [Cl:1][C:2]1[C:3]([CH3:24])=[C:4]([CH2:8][N:9]2[C:10]3[N:11]=[C:12]([N:18]4[CH2:19][CH2:20][O:21][CH2:22][CH2:23]4)[S:13][C:14]=3[C:15](=[O:16])[N:17]=[C:33]2[CH2:32][O:25][C:26]2[CH:31]=[CH:30][CH:29]=[CH:28][CH:27]=2)[CH:5]=[CH:6][CH:7]=1, predict the reactants needed to synthesize it. The reactants are: [Cl:1][C:2]1[C:3]([CH3:24])=[C:4]([CH2:8][NH:9][C:10]2[N:11]=[C:12]([N:18]3[CH2:23][CH2:22][O:21][CH2:20][CH2:19]3)[S:13][C:14]=2[C:15]([NH2:17])=[O:16])[CH:5]=[CH:6][CH:7]=1.[O:25]([CH2:32][C:33](Cl)=O)[C:26]1[CH:31]=[CH:30][CH:29]=[CH:28][CH:27]=1. (3) Given the product [F:12][C:9]([F:10])([F:11])[C:7]1[CH:6]=[C:5]([C:13]2[N:17]=[CH:16][N:15](/[CH:18]=[CH:19]\[C:20]([NH:26][N:27]3[CH2:31][CH2:30][CH2:29][CH2:28]3)=[O:21])[N:14]=2)[CH:4]=[C:3]([C:2]([F:1])([F:24])[F:23])[CH:8]=1, predict the reactants needed to synthesize it. The reactants are: [F:1][C:2]([F:24])([F:23])[C:3]1[CH:4]=[C:5]([C:13]2[N:17]=[CH:16][N:15](/[CH:18]=[CH:19]\[C:20](O)=[O:21])[N:14]=2)[CH:6]=[C:7]([C:9]([F:12])([F:11])[F:10])[CH:8]=1.Cl.[NH2:26][N:27]1[CH2:31][CH2:30][CH2:29][CH2:28]1.C(P1(=O)OP(CCC)(=O)OP(CCC)(=O)O1)CC.CCN(C(C)C)C(C)C. (4) The reactants are: [O:1]1[C:6]2[CH:7]=[CH:8][C:9]([CH2:11][NH:12][C:13]3[CH:14]=[C:15]([CH:18]=[CH:19][C:20]=3F)[C:16]#[N:17])=[CH:10][C:5]=2OC[CH2:2]1.[C:22](Cl)(=[O:27])[CH2:23][CH2:24][CH2:25][CH3:26]. Given the product [C:16]([C:15]1[CH:14]=[C:13]([N:12]([CH2:11][C:9]2[CH:10]=[CH:5][C:6]([O:1][CH3:2])=[CH:7][CH:8]=2)[C:22](=[O:27])[CH2:23][CH2:24][CH2:25][CH3:26])[CH:20]=[CH:19][CH:18]=1)#[N:17], predict the reactants needed to synthesize it.